Dataset: Catalyst prediction with 721,799 reactions and 888 catalyst types from USPTO. Task: Predict which catalyst facilitates the given reaction. (1) Reactant: [CH:1]([C:4]1[N:8]=[C:7]([N:9]2[CH2:14][CH2:13][CH:12]([C@H:15]([CH3:23])[CH2:16][CH2:17][O:18]S(C)(=O)=O)[CH2:11][CH2:10]2)[O:6][N:5]=1)([CH3:3])[CH3:2].[Cl:24][C:25]1[N:30]=[CH:29][C:28](O)=[CH:27][N:26]=1.C(=O)([O-])[O-].[K+].[K+]. Product: [Cl:24][C:25]1[N:30]=[CH:29][C:28]([O:18][CH2:17][CH2:16][C@H:15]([CH:12]2[CH2:13][CH2:14][N:9]([C:7]3[O:6][N:5]=[C:4]([CH:1]([CH3:3])[CH3:2])[N:8]=3)[CH2:10][CH2:11]2)[CH3:23])=[CH:27][N:26]=1. The catalyst class is: 18. (2) Reactant: [CH3:1][S:2](Cl)(=[O:4])=[O:3].[Br:6][C:7]1[CH:12]=[CH:11][C:10]([C:13]2([OH:19])[CH2:18][CH2:17][NH:16][CH2:15][CH2:14]2)=[CH:9][CH:8]=1.C(N(CC)CC)C.Cl. Product: [Br:6][C:7]1[CH:12]=[CH:11][C:10]([C:13]2([OH:19])[CH2:14][CH2:15][N:16]([S:2]([CH3:1])(=[O:4])=[O:3])[CH2:17][CH2:18]2)=[CH:9][CH:8]=1. The catalyst class is: 7.